Dataset: Forward reaction prediction with 1.9M reactions from USPTO patents (1976-2016). Task: Predict the product of the given reaction. (1) Given the reactants [CH:1]1[C:10]2[C:5](=[CH:6][CH:7]=[CH:8][CH:9]=2)[CH:4]=[CH:3][C:2]=1[OH:11].C(=O)([O-])[O-].[K+].[K+].[F:18][C:19]([F:25])([F:24])[S:20]([O-:23])(=[O:22])=[O:21].Cl[CH2:27][N+:28]1[CH:32]=[C:31]([C:33]2[CH:38]=[CH:37][CH:36]=[CH:35][CH:34]=2)[N:30]([CH3:39])[N:29]=1, predict the reaction product. The product is: [F:18][C:19]([F:25])([F:24])[S:20]([O-:23])(=[O:22])=[O:21].[CH3:39][N:30]1[C:31]([C:33]2[CH:34]=[CH:35][CH:36]=[CH:37][CH:38]=2)=[CH:32][N+:28]([CH2:27][O:11][C:2]2[CH:3]=[CH:4][C:5]3[C:10](=[CH:9][CH:8]=[CH:7][CH:6]=3)[CH:1]=2)=[N:29]1. (2) Given the reactants [NH:1]1[CH2:6][CH2:5][CH2:4][CH2:3][C@@H:2]1[CH2:7][O:8][C:9]1[C:17]2[C:16]3[CH:18]=[C:19]([C:22]#[N:23])[N:20]=[CH:21][C:15]=3[N:14]([CH2:24][O:25][CH2:26][CH2:27][Si:28]([CH3:31])([CH3:30])[CH3:29])[C:13]=2[N:12]=[CH:11][CH:10]=1.[CH:32](=O)[CH3:33].C(O[BH-](OC(=O)C)OC(=O)C)(=O)C.[Na+], predict the reaction product. The product is: [CH2:32]([N:1]1[CH2:6][CH2:5][CH2:4][CH2:3][C@@H:2]1[CH2:7][O:8][C:9]1[C:17]2[C:16]3[CH:18]=[C:19]([C:22]#[N:23])[N:20]=[CH:21][C:15]=3[N:14]([CH2:24][O:25][CH2:26][CH2:27][Si:28]([CH3:31])([CH3:30])[CH3:29])[C:13]=2[N:12]=[CH:11][CH:10]=1)[CH3:33]. (3) Given the reactants [F:1][C:2]1[CH:7]=[CH:6][C:5]([N:8]2[C:12]([C:13]([O:15]CC)=[O:14])=[CH:11][N:10]=[C:9]2[S:18][C:19]([C:32]2[CH:37]=[CH:36][CH:35]=[CH:34][CH:33]=2)([C:26]2[CH:31]=[CH:30][CH:29]=[CH:28][CH:27]=2)[C:20]2[CH:25]=[CH:24][CH:23]=[CH:22][CH:21]=2)=[CH:4][CH:3]=1.[OH-].[Na+].CO.C1COCC1, predict the reaction product. The product is: [F:1][C:2]1[CH:7]=[CH:6][C:5]([N:8]2[C:12]([C:13]([OH:15])=[O:14])=[CH:11][N:10]=[C:9]2[S:18][C:19]([C:32]2[CH:33]=[CH:34][CH:35]=[CH:36][CH:37]=2)([C:26]2[CH:27]=[CH:28][CH:29]=[CH:30][CH:31]=2)[C:20]2[CH:25]=[CH:24][CH:23]=[CH:22][CH:21]=2)=[CH:4][CH:3]=1. (4) Given the reactants C1C=CC(P(N=[N+]=[N-])(C2C=CC=CC=2)=[O:8])=CC=1.[C:18]([C:22]1[CH:26]=[C:25](C(O)=O)[N:24]([C:30]2[CH:35]=[CH:34][CH:33]=[C:32]([CH2:36][P:37]([CH3:40])([CH3:39])=[O:38])[CH:31]=2)[N:23]=1)([CH3:21])([CH3:20])[CH3:19].CC[N:43]([CH2:46]C)CC.[NH2:48][C:49]1[C:58]2[C:53](=[CH:54][CH:55]=[CH:56][CH:57]=2)[C:52]([O:59][C:60]2[CH:65]=[CH:64][N:63]=[C:62]([NH:66][C:67]3[CH:72]=[CH:71][CH:70]=[CH:69][CH:68]=3)[N:61]=2)=[CH:51][CH:50]=1, predict the reaction product. The product is: [C:18]([C:22]1[CH:26]=[C:25]([NH:43][C:46]([NH:48][C:49]2[C:58]3[C:53](=[CH:54][CH:55]=[CH:56][CH:57]=3)[C:52]([O:59][C:60]3[CH:65]=[CH:64][N:63]=[C:62]([NH:66][C:67]4[CH:68]=[CH:69][CH:70]=[CH:71][CH:72]=4)[N:61]=3)=[CH:51][CH:50]=2)=[O:8])[N:24]([C:30]2[CH:35]=[CH:34][CH:33]=[C:32]([CH2:36][P:37]([CH3:39])([CH3:40])=[O:38])[CH:31]=2)[N:23]=1)([CH3:19])([CH3:20])[CH3:21]. (5) Given the reactants C(OC([N:11]([N:21]1[C:30](=[O:31])[C:29]2[C:24](=[CH:25][C:26]([NH:33][CH:34]3[CH2:39][CH2:38][CH2:37][CH2:36][CH2:35]3)=[C:27]([F:32])[CH:28]=2)[N:23]([CH:40]([CH3:42])[CH3:41])[C:22]1=[O:43])[CH2:12][CH2:13][CH2:14][CH2:15][C:16]([O:18][CH2:19][CH3:20])=[O:17])=O)C1C=CC=CC=1, predict the reaction product. The product is: [CH:34]1([NH:33][C:26]2[CH:25]=[C:24]3[C:29]([C:30](=[O:31])[N:21]([NH:11][CH2:12][CH2:13][CH2:14][CH2:15][C:16]([O:18][CH2:19][CH3:20])=[O:17])[C:22](=[O:43])[N:23]3[CH:40]([CH3:41])[CH3:42])=[CH:28][C:27]=2[F:32])[CH2:39][CH2:38][CH2:37][CH2:36][CH2:35]1. (6) Given the reactants [CH3:1][O:2][C:3]1[N:4]=[C:5]([CH3:12])[C:6]([C:9]([OH:11])=[O:10])=[N:7][CH:8]=1.[F:13][C:14]([F:18])([F:17])CO, predict the reaction product. The product is: [CH3:12][C:5]1[C:6]([C:9]([OH:11])=[O:10])=[N:7][CH:8]=[C:3]([O:2][CH2:1][C:14]([F:18])([F:17])[F:13])[N:4]=1. (7) Given the reactants [F:1][C:2]([F:11])([F:10])[CH:3]1[CH2:8][CH2:7][CH:6]([OH:9])[CH2:5][CH2:4]1.C(N(CC)CC)C.[CH3:19][S:20](Cl)(=[O:22])=[O:21], predict the reaction product. The product is: [CH3:19][S:20]([O:9][CH:6]1[CH2:5][CH2:4][CH:3]([C:2]([F:10])([F:11])[F:1])[CH2:8][CH2:7]1)(=[O:22])=[O:21]. (8) Given the reactants [F:1][C:2]1[CH:7]=[CH:6][CH:5]=[CH:4][C:3]=1[C@:8]12[CH2:17][CH2:16][C@H:15](O)[CH2:14][C@H:13]1[CH2:12][S:11][C:10]([NH:19][C:20](=[O:26])[O:21][C:22]([CH3:25])([CH3:24])[CH3:23])=[N:9]2.[F:27]C(F)(S(F)(=O)=O)C(F)(F)C(F)(F)C(F)(F)F.C(N(CC)CC)C, predict the reaction product. The product is: [F:27][C@@H:15]1[CH2:16][CH2:17][C@:8]2([C:3]3[CH:4]=[CH:5][CH:6]=[CH:7][C:2]=3[F:1])[N:9]=[C:10]([NH:19][C:20](=[O:26])[O:21][C:22]([CH3:25])([CH3:24])[CH3:23])[S:11][CH2:12][C@@H:13]2[CH2:14]1.